Dataset: Forward reaction prediction with 1.9M reactions from USPTO patents (1976-2016). Task: Predict the product of the given reaction. (1) Given the reactants C[O:2][C:3]([C:5]1[C:6]2[C:20]([CH:21]3[CH2:23][CH2:22]3)=[N:19][N:18]([CH:24]3[CH2:29][CH2:28][CH2:27][CH2:26][O:25]3)[C:7]=2[N:8]=[C:9]([C:11]2[CH:16]=[CH:15][C:14]([OH:17])=[CH:13][CH:12]=2)[CH:10]=1)=[O:4].[OH-].[Na+].C(O)(=O)C, predict the reaction product. The product is: [CH:21]1([C:20]2[C:6]3[C:5]([C:3]([OH:4])=[O:2])=[CH:10][C:9]([C:11]4[CH:16]=[CH:15][C:14]([OH:17])=[CH:13][CH:12]=4)=[N:8][C:7]=3[N:18]([CH:24]3[CH2:29][CH2:28][CH2:27][CH2:26][O:25]3)[N:19]=2)[CH2:22][CH2:23]1. (2) Given the reactants [C:1]([C:4]1([CH2:10][NH:11][C:12]([C:14]2[C:15]([Cl:23])=[C:16]3[C:20](=[CH:21][CH:22]=2)[NH:19][CH:18]=[CH:17]3)=[O:13])[CH2:9][CH2:8][CH2:7][CH2:6][CH2:5]1)(=O)[NH2:2], predict the reaction product. The product is: [C:1]([C:4]1([CH2:10][NH:11][C:12]([C:14]2[C:15]([Cl:23])=[C:16]3[C:20](=[CH:21][CH:22]=2)[NH:19][CH:18]=[CH:17]3)=[O:13])[CH2:9][CH2:8][CH2:7][CH2:6][CH2:5]1)#[N:2].